Dataset: Forward reaction prediction with 1.9M reactions from USPTO patents (1976-2016). Task: Predict the product of the given reaction. (1) Given the reactants [CH3:1][C:2]1[C:6]2[CH:7]=[CH:8][C:9]([C:11]([F:14])([F:13])[F:12])=[CH:10][C:5]=2[S:4][C:3]=1[C:15](=[O:18])[CH:16]=[CH2:17].[CH3:19][OH:20].CC#N, predict the reaction product. The product is: [CH3:19][O:20][CH2:17][CH2:16][C:15]([C:3]1[S:4][C:5]2[CH:10]=[C:9]([C:11]([F:14])([F:12])[F:13])[CH:8]=[CH:7][C:6]=2[C:2]=1[CH3:1])=[O:18]. (2) Given the reactants [Cl:1][C:2]1[CH:3]=[CH:4][CH:5]=[C:6]2[C:10]=1[NH:9][CH:8]=[CH:7]2.[C:11](O[C:11]([C:13]([F:16])([F:15])[F:14])=[O:12])([C:13]([F:16])([F:15])[F:14])=[O:12].C(=O)(O)[O-].[Na+], predict the reaction product. The product is: [F:14][C:13]([F:16])([F:15])[C:11]([C:7]1[C:6]2[C:10](=[C:2]([Cl:1])[CH:3]=[CH:4][CH:5]=2)[NH:9][CH:8]=1)=[O:12]. (3) Given the reactants [CH3:1][O:2][C:3](=[O:39])[C@@H:4]([NH:20][C:21]([C:23]1[CH:28]=[CH:27][C:26]([C:29]2[CH:34]=[CH:33][C:32]([C:35]([F:38])([F:37])[F:36])=[CH:31][CH:30]=2)=[CH:25][CH:24]=1)=[O:22])[CH2:5][NH:6][CH2:7][C:8]1[CH:13]=[CH:12][C:11]([C:14]2[CH:19]=[CH:18][CH:17]=[CH:16][CH:15]=2)=[CH:10][CH:9]=1.C=O.[C:42](O[BH-](OC(=O)C)OC(=O)C)(=O)C.[Na+], predict the reaction product. The product is: [CH3:1][O:2][C:3](=[O:39])[C@@H:4]([NH:20][C:21]([C:23]1[CH:28]=[CH:27][C:26]([C:29]2[CH:30]=[CH:31][C:32]([C:35]([F:37])([F:36])[F:38])=[CH:33][CH:34]=2)=[CH:25][CH:24]=1)=[O:22])[CH2:5][N:6]([CH2:7][C:8]1[CH:9]=[CH:10][C:11]([C:14]2[CH:19]=[CH:18][CH:17]=[CH:16][CH:15]=2)=[CH:12][CH:13]=1)[CH3:42]. (4) Given the reactants FC(F)(F)S(O[C:7]1[CH:12]=[CH:11][CH:10]=[C:9]([Cl:13])[N:8]=1)(=O)=O.[CH3:16][Sn:17](Cl)([CH3:19])[CH3:18], predict the reaction product. The product is: [Cl:13][C:9]1[CH:10]=[CH:11][CH:12]=[C:7]([Sn:17]([CH3:19])([CH3:18])[CH3:16])[N:8]=1. (5) The product is: [C:29]1([CH:6]([N:7]2[C:15]3[C:10](=[CH:11][C:12]([O:16][CH2:17][CH2:18][C:19]4[CH:28]=[CH:27][C:26]5[CH2:25][CH2:24][CH2:23][NH:22][C:21]=5[N:20]=4)=[CH:13][CH:14]=3)[CH:9]=[CH:8]2)[CH2:5][C:4]([OH:35])=[O:3])[CH:34]=[CH:33][CH:32]=[CH:31][CH:30]=1. Given the reactants C([O:3][C:4](=[O:35])[CH2:5][CH:6]([C:29]1[CH:34]=[CH:33][CH:32]=[CH:31][CH:30]=1)[N:7]1[C:15]2[C:10](=[CH:11][C:12]([O:16][CH2:17][CH2:18][C:19]3[CH:28]=[CH:27][C:26]4[CH2:25][CH2:24][CH2:23][NH:22][C:21]=4[N:20]=3)=[CH:13][CH:14]=2)[CH:9]=[CH:8]1)C.C1COCC1.CO.O.O.[OH-].[Li+].Cl, predict the reaction product. (6) Given the reactants CC1C=CC(S(O[CH2:12][CH:13]2[CH2:22][CH2:21][C:20]3[C:15](=[CH:16][C:17]([S:23]([CH3:26])(=[O:25])=[O:24])=[CH:18][CH:19]=3)[O:14]2)(=O)=O)=CC=1.[CH2:27]([NH2:30])[CH:28]=[CH2:29], predict the reaction product. The product is: [CH3:26][S:23]([C:17]1[CH:16]=[C:15]2[C:20]([CH2:21][CH2:22][CH:13]([CH2:12][NH:30][CH2:27][CH:28]=[CH2:29])[O:14]2)=[CH:19][CH:18]=1)(=[O:24])=[O:25]. (7) Given the reactants [Br:1][C:2]1[CH:3]=[C:4]([O:11][CH3:12])[C:5]([OH:10])=[C:6]([CH:9]=1)[CH:7]=[O:8].C(=O)([O-])[O-].[K+].[K+].Cl[CH2:20][O:21][CH2:22][CH2:23][Si:24]([CH3:27])([CH3:26])[CH3:25], predict the reaction product. The product is: [Br:1][C:2]1[CH:3]=[C:4]([O:11][CH3:12])[C:5]([O:10][CH2:20][O:21][CH2:22][CH2:23][Si:24]([CH3:27])([CH3:26])[CH3:25])=[C:6]([CH:9]=1)[CH:7]=[O:8].